From a dataset of Peptide-MHC class I binding affinity with 185,985 pairs from IEDB/IMGT. Regression. Given a peptide amino acid sequence and an MHC pseudo amino acid sequence, predict their binding affinity value. This is MHC class I binding data. (1) The peptide sequence is VNGVKGIQF. The MHC is HLA-B58:01 with pseudo-sequence HLA-B58:01. The binding affinity (normalized) is 0.0847. (2) The MHC is HLA-B15:01 with pseudo-sequence HLA-B15:01. The peptide sequence is RTSIVGRAW. The binding affinity (normalized) is 0.266. (3) The peptide sequence is KQIVIINPM. The MHC is HLA-A26:01 with pseudo-sequence HLA-A26:01. The binding affinity (normalized) is 0.0847.